Task: Predict the reaction yield, written as a fraction of the theoretical maximum amount of product (1.0 means a 100% yield; for example, 0.34 means a 34% yield).. Dataset: Reaction yield outcomes from USPTO patents with 853,638 reactions (1) The reactants are [NH:1]1[C:9]2[CH:8]=[CH:7][CH:6]=[C:5]([CH2:10]O)[C:4]=2[CH:3]=[CH:2]1.C1(P([N:26]=[N+:27]=[N-:28])(C2C=CC=CC=2)=O)C=CC=CC=1.CCCCCCC=CCCC. The catalyst is O1CCCC1. The product is [N:26]([CH2:10][C:5]1[CH:6]=[CH:7][CH:8]=[C:9]2[C:4]=1[CH:3]=[CH:2][NH:1]2)=[N+:27]=[N-:28]. The yield is 0.880. (2) The reactants are [OH:1][C:2]1[CH:3]=[C:4]([C:8]([F:11])([F:10])[F:9])[CH:5]=[CH:6][CH:7]=1.F[C:13]1[CH:18]=[CH:17][CH:16]=[CH:15][C:14]=1[N+:19]([O-:21])=[O:20].[F:22][C:23]([F:39])([F:38])[C:24]1[CH:25]=[C:26]([CH:35]=[CH:36][CH:37]=1)[O:27][C:28]1[CH:34]=[CH:33][CH:32]=[CH:31][C:29]=1[NH2:30].[NH2:40][C:41]1[S:42][CH:43]=[CH:44][N:45]=1. No catalyst specified. The product is [F:11][C:8]([F:9])([F:10])[C:4]1[CH:3]=[C:2]([CH:7]=[CH:6][CH:5]=1)[O:1][C:13]1[CH:18]=[CH:17][CH:16]=[CH:15][C:14]=1[N+:19]([O-:21])=[O:20].[F:22][C:23]([F:38])([F:39])[C:24]1[CH:25]=[C:26]([CH:35]=[CH:36][CH:37]=1)[O:27][C:28]1[CH:34]=[CH:33][CH:32]=[CH:31][C:29]=1[NH:30][C:2]([NH:40][C:41]1[S:42][CH:43]=[CH:44][N:45]=1)=[O:1]. The yield is 0.650. (3) The reactants are [F:1][C:2]1[CH:7]=[C:6]([N+:8]([O-:10])=[O:9])[C:5]([F:11])=[CH:4][C:3]=1F.[NH:13]1[CH2:18][CH2:17][O:16][CH2:15][CH2:14]1.C([O-])([O-])=O.[K+].[K+]. The yield is 0.630. The product is [F:1][C:2]1[CH:7]=[C:6]([N+:8]([O-:10])=[O:9])[C:5]([F:11])=[CH:4][C:3]=1[N:13]1[CH2:18][CH2:17][O:16][CH2:15][CH2:14]1. The catalyst is CS(C)=O.CCOC(C)=O. (4) The reactants are C(OC(=O)[NH:10][C@@H:11]1[CH2:17][CH2:16][CH2:15][N:14]([C:18]2[N:19]([CH3:49])[N:20]=[CH:21][C:22]=2[NH:23][C:24]([C:26]2[N:27]=[C:28]([C:39]3[C:44]([F:45])=[CH:43][C:42]([O:46][CH3:47])=[CH:41][C:40]=3[F:48])[S:29][C:30]=2[NH:31]C(OC(C)(C)C)=O)=[O:25])[CH2:13][CH2:12]1)C1C=CC=CC=1.Cl. No catalyst specified. The product is [NH2:31][C:30]1[S:29][C:28]([C:39]2[C:40]([F:48])=[CH:41][C:42]([O:46][CH3:47])=[CH:43][C:44]=2[F:45])=[N:27][C:26]=1[C:24]([NH:23][C:22]1[CH:21]=[N:20][N:19]([CH3:49])[C:18]=1[N:14]1[CH2:15][CH2:16][CH2:17][C@@H:11]([NH2:10])[CH2:12][CH2:13]1)=[O:25]. The yield is 0.943.